This data is from NCI-60 drug combinations with 297,098 pairs across 59 cell lines. The task is: Regression. Given two drug SMILES strings and cell line genomic features, predict the synergy score measuring deviation from expected non-interaction effect. (1) Drug 1: C1=NC2=C(N1)C(=S)N=CN2. Drug 2: CC1C(C(CC(O1)OC2CC(CC3=C2C(=C4C(=C3O)C(=O)C5=C(C4=O)C(=CC=C5)OC)O)(C(=O)CO)O)N)O.Cl. Cell line: HOP-92. Synergy scores: CSS=48.5, Synergy_ZIP=-6.40, Synergy_Bliss=-7.34, Synergy_Loewe=-3.38, Synergy_HSA=-2.37. (2) Drug 1: CCCCC(=O)OCC(=O)C1(CC(C2=C(C1)C(=C3C(=C2O)C(=O)C4=C(C3=O)C=CC=C4OC)O)OC5CC(C(C(O5)C)O)NC(=O)C(F)(F)F)O. Drug 2: CN(CC1=CN=C2C(=N1)C(=NC(=N2)N)N)C3=CC=C(C=C3)C(=O)NC(CCC(=O)O)C(=O)O. Cell line: SF-295. Synergy scores: CSS=31.1, Synergy_ZIP=-3.24, Synergy_Bliss=-6.82, Synergy_Loewe=-6.80, Synergy_HSA=-4.32.